From a dataset of Peptide-MHC class I binding affinity with 185,985 pairs from IEDB/IMGT. Regression. Given a peptide amino acid sequence and an MHC pseudo amino acid sequence, predict their binding affinity value. This is MHC class I binding data. (1) The peptide sequence is FPPTSFGPL. The MHC is HLA-B58:01 with pseudo-sequence HLA-B58:01. The binding affinity (normalized) is 0.0847. (2) The MHC is Mamu-A02 with pseudo-sequence Mamu-A02. The peptide sequence is DTVNRTHQY. The binding affinity (normalized) is 0.355. (3) The peptide sequence is EYRKILRQR. The MHC is HLA-A02:01 with pseudo-sequence HLA-A02:01. The binding affinity (normalized) is 0. (4) The peptide sequence is RQCRAPRR. The MHC is HLA-B27:05 with pseudo-sequence HLA-B27:05. The binding affinity (normalized) is 0.284. (5) The peptide sequence is YARLRKEVL. The MHC is HLA-A02:01 with pseudo-sequence HLA-A02:01. The binding affinity (normalized) is 0.0847. (6) The peptide sequence is NIMEFCKAY. The MHC is HLA-A02:03 with pseudo-sequence HLA-A02:03. The binding affinity (normalized) is 0.0847.